This data is from Full USPTO retrosynthesis dataset with 1.9M reactions from patents (1976-2016). The task is: Predict the reactants needed to synthesize the given product. (1) Given the product [C:1]([O:5][C:6](=[O:22])[NH:7][CH:8]1[CH2:9][CH2:10][N:11]([C:14]2[CH:19]=[C:18]([CH3:20])[CH:17]=[CH:16][C:15]=2[NH:21][C:23](=[O:24])[CH3:25])[CH2:12][CH2:13]1)([CH3:4])([CH3:2])[CH3:3], predict the reactants needed to synthesize it. The reactants are: [C:1]([O:5][C:6](=[O:22])[NH:7][CH:8]1[CH2:13][CH2:12][N:11]([C:14]2[CH:19]=[C:18]([CH3:20])[CH:17]=[CH:16][C:15]=2[NH2:21])[CH2:10][CH2:9]1)([CH3:4])([CH3:3])[CH3:2].[C:23](Cl)([CH3:25])=[O:24].CCN(CC)CC. (2) Given the product [C:25]([O:10][CH2:9][CH2:8][O:7][C:4]1[C:3]([C:11]([O:13][C:14]([CH3:17])([CH3:16])[CH3:15])=[O:12])=[C:2]([NH2:1])[O:6][N:5]=1)(=[O:27])[CH3:26], predict the reactants needed to synthesize it. The reactants are: [NH2:1][C:2]1[O:6][N:5]=[C:4]([O:7][CH2:8][CH2:9][OH:10])[C:3]=1[C:11]([O:13][C:14]([CH3:17])([CH3:16])[CH3:15])=[O:12].C(N(CC)CC)C.[C:25](OC(=O)C)(=[O:27])[CH3:26]. (3) Given the product [CH3:18][O:17][C:14]1[CH:15]=[CH:16][C:11]2[N:10]=[C:8]([C:7]3[C:2]([NH2:1])=[N:3][CH:4]=[C:5]([C:20]4[CH:21]=[N:22][N:23]([CH:25]5[CH2:30][CH2:29][N:28]([CH3:31])[CH2:27][CH2:26]5)[CH:24]=4)[CH:6]=3)[O:19][C:12]=2[CH:13]=1, predict the reactants needed to synthesize it. The reactants are: [NH2:1][C:2]1[C:7]([C:8]([NH:10][C:11]2[CH:16]=[CH:15][C:14]([O:17][CH3:18])=[CH:13][C:12]=2[OH:19])=O)=[CH:6][C:5]([C:20]2[CH:21]=[N:22][N:23]([CH:25]3[CH2:30][CH2:29][N:28]([CH3:31])[CH2:27][CH2:26]3)[CH:24]=2)=[CH:4][N:3]=1.C(O)(C(F)(F)F)=O.N. (4) The reactants are: [F:1][C:2]1[CH:7]=[CH:6][N:5]=[C:4]([C:8]([OH:10])=O)[CH:3]=1.CN(C(ON1N=NC2C=CC=NC1=2)=[N+](C)C)C.F[P-](F)(F)(F)(F)F.CN1CCOCC1.[NH2:42][C:43]1[CH:44]=[C:45]([C:48]([O:50][CH3:51])=[O:49])[S:46][CH:47]=1. Given the product [F:1][C:2]1[CH:7]=[CH:6][N:5]=[C:4]([C:8]([NH:42][C:43]2[CH:44]=[C:45]([C:48]([O:50][CH3:51])=[O:49])[S:46][CH:47]=2)=[O:10])[CH:3]=1, predict the reactants needed to synthesize it. (5) Given the product [CH3:8][C:9]1([CH3:10])[O:6][C@@H:3]([CH2:4][OH:5])[CH2:2][O:12]1.[CH3:2][C:3]1([CH3:4])[O:12][C@H:9]([CH2:10][OH:11])[CH2:8][O:6]1, predict the reactants needed to synthesize it. The reactants are: Cl[CH2:2][C@H:3]([OH:6])[CH2:4][OH:5].Cl[CH2:8][C@@H:9]([OH:12])[CH2:10][OH:11]. (6) Given the product [CH2:23]([N:9]1[C:10]2[C:5](=[CH:4][C:3]([C:1]#[N:2])=[CH:12][CH:11]=2)[CH2:6][C@H:7]([NH:13][S:14]([N:17]2[CH2:22][CH2:21][CH2:20][CH2:19][CH2:18]2)(=[O:16])=[O:15])[CH2:8]1)[C:24]1[CH:29]=[CH:28][CH:27]=[CH:26][CH:25]=1, predict the reactants needed to synthesize it. The reactants are: [C:1]([C:3]1[CH:4]=[C:5]2[C:10](=[CH:11][CH:12]=1)[NH:9][CH2:8][C@@H:7]([NH:13][S:14]([N:17]1[CH2:22][CH2:21][CH2:20][CH2:19][CH2:18]1)(=[O:16])=[O:15])[CH2:6]2)#[N:2].[CH:23](=O)[C:24]1[CH:29]=[CH:28][CH:27]=[CH:26][CH:25]=1.